Predict the product of the given reaction. From a dataset of Forward reaction prediction with 1.9M reactions from USPTO patents (1976-2016). Given the reactants C([O:4][CH:5]([C:10]1[CH:15]=[CH:14][N:13]=[C:12]([NH2:16])[CH:11]=1)[C:6]([F:9])([F:8])[F:7])(=O)C.Br[CH2:18][C:19](=O)[CH3:20].C(=O)(O)[O-].[Na+].C(=O)([O-])[O-].[K+].[K+].[Cl-].[NH4+], predict the reaction product. The product is: [F:9][C:6]([F:7])([F:8])[CH:5]([C:10]1[CH:15]=[CH:14][N:13]2[CH:18]=[C:19]([CH3:20])[N:16]=[C:12]2[CH:11]=1)[OH:4].